From a dataset of Forward reaction prediction with 1.9M reactions from USPTO patents (1976-2016). Predict the product of the given reaction. (1) The product is: [C:42]([Si:39]([CH3:41])([CH3:40])[O:38][CH2:37][CH2:36][N:12]([CH2:13][C:14]1[CH:15]=[CH:16][C:17]([CH:20]=[CH:21][C:22]([O:24][CH3:25])=[O:23])=[CH:18][CH:19]=1)[CH2:11][CH2:10][C:3]1[C:4]2[C:9](=[CH:8][CH:7]=[CH:6][CH:5]=2)[NH:1][CH:2]=1)([CH3:45])([CH3:44])[CH3:43]. Given the reactants [NH:1]1[C:9]2[C:4](=[CH:5][CH:6]=[CH:7][CH:8]=2)[C:3]([CH2:10][CH2:11][NH:12][CH2:13][C:14]2[CH:19]=[CH:18][C:17]([CH:20]=[CH:21][C:22]([O:24][CH3:25])=[O:23])=[CH:16][CH:15]=2)=[CH:2]1.C(N(C(C)C)CC)(C)C.Br[CH2:36][CH2:37][O:38][Si:39]([C:42]([CH3:45])([CH3:44])[CH3:43])([CH3:41])[CH3:40].O, predict the reaction product. (2) Given the reactants C([N:4]1[C:12]2[CH:11]=[C:10]3[C:13](=O)[C:14](=[O:16])[NH:15][C:9]3=[CH:8][C:7]=2[CH2:6][CH2:5]1)(=O)C.[CH:18]1[C:23]([NH:24][NH2:25])=[CH:22][CH:21]=[C:20]([S:26]([NH2:29])(=[O:28])=[O:27])[CH:19]=1.Cl.[BrH:31], predict the reaction product. The product is: [BrH:31].[O:16]=[C:14]1[NH:15][C:9]2=[CH:8][C:7]3[CH2:6][CH2:5][NH:4][C:12]=3[CH:11]=[C:10]2[C:13]1=[N:25][NH:24][C:23]1[CH:22]=[CH:21][C:20]([S:26]([NH2:29])(=[O:27])=[O:28])=[CH:19][CH:18]=1.